Dataset: Reaction yield outcomes from USPTO patents with 853,638 reactions. Task: Predict the reaction yield, written as a fraction of the theoretical maximum amount of product (1.0 means a 100% yield; for example, 0.34 means a 34% yield). (1) The reactants are [F:1][C:2]([F:19])([F:18])[O:3][C:4]1[CH:5]=[C:6]([CH:15]=[CH:16][CH:17]=1)[O:7][CH2:8][CH2:9][C:10]([O:12]CC)=[O:11].[OH-].[Li+].Cl. The catalyst is C1COCC1.O. The product is [F:1][C:2]([F:18])([F:19])[O:3][C:4]1[CH:5]=[C:6]([CH:15]=[CH:16][CH:17]=1)[O:7][CH2:8][CH2:9][C:10]([OH:12])=[O:11]. The yield is 0.991. (2) The reactants are [CH:1]([NH:4][C:5]1[O:6][C:7]([C:10]2[CH:11]=[C:12]3[C:16](=[CH:17][CH:18]=2)[N:15]([S:19]([C:22]2[CH:28]=[CH:27][C:25]([CH3:26])=[CH:24][CH:23]=2)(=[O:21])=[O:20])[CH:14]=[C:13]3B2OC(C)(C)C(C)(C)O2)=[N:8][N:9]=1)([CH3:3])[CH3:2].CC(C1C=C(C(C)C)C(C2C=CC=CC=2P(C2CCCCC2)C2CCCCC2)=C(C(C)C)C=1)C.P([O-])([O-])([O-])=O.[K+].[K+].[K+].Cl[C:81]1[N:86]=[C:85]([C:87]([NH:89][CH:90]2[CH2:92][CH2:91]2)=[O:88])[CH:84]=[CH:83][N:82]=1. The catalyst is C1C=CC(/C=C/C(/C=C/C2C=CC=CC=2)=O)=CC=1.C1C=CC(/C=C/C(/C=C/C2C=CC=CC=2)=O)=CC=1.C1C=CC(/C=C/C(/C=C/C2C=CC=CC=2)=O)=CC=1.[Pd].[Pd]. The product is [CH:90]1([NH:89][C:87]([C:85]2[CH:84]=[CH:83][N:82]=[C:81]([C:13]3[C:12]4[C:16](=[CH:17][CH:18]=[C:10]([C:7]5[O:6][C:5]([NH:4][CH:1]([CH3:2])[CH3:3])=[N:9][N:8]=5)[CH:11]=4)[N:15]([S:19]([C:22]4[CH:28]=[CH:27][C:25]([CH3:26])=[CH:24][CH:23]=4)(=[O:21])=[O:20])[CH:14]=3)[N:86]=2)=[O:88])[CH2:92][CH2:91]1. The yield is 0.890.